This data is from Forward reaction prediction with 1.9M reactions from USPTO patents (1976-2016). The task is: Predict the product of the given reaction. (1) Given the reactants [SH:1][C:2]1[S:3][C:4]2[CH:10]=[CH:9][CH:8]=[CH:7][C:5]=2[N:6]=1.[CH3:11][O:12][C:13]1[CH:18]=[CH:17][C:16]([C:19]2[CH:24]=[CH:23][C:22]([S:25]([NH:28][CH:29]([CH2:34][CH:35]3[O:37][CH2:36]3)[C:30]([O:32]C)=[O:31])(=[O:27])=[O:26])=[CH:21][CH:20]=2)=[CH:15][CH:14]=1, predict the reaction product. The product is: [CH3:11][O:12][C:13]1[CH:14]=[CH:15][C:16]([C:19]2[CH:20]=[CH:21][C:22]([S:25]([NH:28][CH:29]([CH2:34][CH:35]([OH:37])[CH2:36][S:1][C:2]3[S:3][C:4]4[CH:10]=[CH:9][CH:8]=[CH:7][C:5]=4[N:6]=3)[C:30]([OH:32])=[O:31])(=[O:26])=[O:27])=[CH:23][CH:24]=2)=[CH:17][CH:18]=1. (2) Given the reactants [Cl:1][CH:2](Cl)[CH3:3].OCC1[CH:8]=[C:9]([C:19]#[N:20])[C:10]([C:13]2[CH:18]=[CH:17][CH:16]=[CH:15][CH:14]=2)=[CH:11][CH:12]=1.S(Cl)(Cl)=O, predict the reaction product. The product is: [Cl:1][CH2:2][C:3]1[CH:8]=[C:9]([C:19]#[N:20])[C:10]([C:13]2[CH:18]=[CH:17][CH:16]=[CH:15][CH:14]=2)=[CH:11][CH:12]=1. (3) Given the reactants [OH-].[Na+].[CH:3]1([CH:6]=[O:7])[CH2:5][CH2:4]1.[N+:8]([CH3:11])([O-:10])=[O:9], predict the reaction product. The product is: [CH:3]1([CH:6]([OH:7])[CH2:11][N+:8]([O-:10])=[O:9])[CH2:5][CH2:4]1. (4) Given the reactants [CH:1]1[C:2]([C:10](=[O:12])[CH3:11])=[CH:3][N:4]2[C:9]=1[CH:8]=[CH:7][CH:6]=[CH:5]2.F[B-](F)(F)F.C1(P(C2CCCC2)C2CCCC2)CCCC1.C([O-])([O-])=O.[Cs+].[Cs+].Cl[C:41]1[CH:46]=[CH:45][CH:44]=[CH:43][CH:42]=1, predict the reaction product. The product is: [C:41]1([C:3]2[N:4]3[C:9]([CH:8]=[CH:7][CH:6]=[CH:5]3)=[CH:1][C:2]=2[C:10](=[O:12])[CH3:11])[CH:46]=[CH:45][CH:44]=[CH:43][CH:42]=1. (5) Given the reactants [N+:1]([C:4]1[CH:11]=[CH:10][C:7]([CH:8]=[O:9])=[CH:6][CH:5]=1)([O-:3])=[O:2].C(O[CH:15](OCC)[CH2:16][NH2:17])C.O=P12OP3(OP(OP(O3)(O1)=O)(=O)O2)=O.[OH-].[NH4+], predict the reaction product. The product is: [N+:1]([C:4]1[CH:5]=[CH:6][C:7]([C:8]2[O:9][CH:15]=[CH:16][N:17]=2)=[CH:10][CH:11]=1)([O-:3])=[O:2]. (6) Given the reactants C[O:2][C:3]1[CH:8]=[CH:7][C:6]([C:9]2[C:17]3[C:12](=[C:13]([C:18]([F:21])([F:20])[F:19])[CH:14]=[CH:15][CH:16]=3)[N:11]([CH2:22][CH2:23][CH3:24])[N:10]=2)=[C:5]([CH3:25])[CH:4]=1.B(Br)(Br)Br.C1CCCCC=1, predict the reaction product. The product is: [CH3:25][C:5]1[CH:4]=[C:3]([OH:2])[CH:8]=[CH:7][C:6]=1[C:9]1[C:17]2[C:12](=[C:13]([C:18]([F:21])([F:20])[F:19])[CH:14]=[CH:15][CH:16]=2)[N:11]([CH2:22][CH2:23][CH3:24])[N:10]=1. (7) Given the reactants [CH3:1][O:2][C:3](=[O:28])[C:4]1[CH:9]=[C:8]([C:10]([C:12]2[N:17]=[CH:16][C:15]([N:18]([C:20]3[CH:25]=[CH:24][C:23]([Cl:26])=[CH:22][CH:21]=3)[CH3:19])=[CH:14][N:13]=2)=[O:11])[CH:7]=[CH:6][C:5]=1F.[CH2:29]([SH:35])[CH2:30][CH2:31][CH2:32][CH2:33][CH3:34], predict the reaction product. The product is: [CH3:1][O:2][C:3](=[O:28])[C:4]1[CH:9]=[C:8]([C:10]([C:12]2[N:17]=[CH:16][C:15]([N:18]([C:20]3[CH:25]=[CH:24][C:23]([Cl:26])=[CH:22][CH:21]=3)[CH3:19])=[CH:14][N:13]=2)=[O:11])[CH:7]=[CH:6][C:5]=1[S:35][CH2:29][CH2:30][CH2:31][CH2:32][CH2:33][CH3:34].